This data is from Reaction yield outcomes from USPTO patents with 853,638 reactions. The task is: Predict the reaction yield, written as a fraction of the theoretical maximum amount of product (1.0 means a 100% yield; for example, 0.34 means a 34% yield). (1) The reactants are [OH-].[Li+].[Cl:3][C:4]1[CH:9]=[CH:8][C:7]([C:10](=[N:18][O:19][CH3:20])[CH2:11][CH2:12][C:13]([O:15]CC)=[O:14])=[CH:6][CH:5]=1.Cl. The yield is 0.950. The catalyst is C1COCC1.O. The product is [Cl:3][C:4]1[CH:9]=[CH:8][C:7]([C:10](=[N:18][O:19][CH3:20])[CH2:11][CH2:12][C:13]([OH:15])=[O:14])=[CH:6][CH:5]=1. (2) The reactants are Br[CH:2]([CH3:15])[C:3]([C:5]1[CH:10]=[CH:9][C:8]([C:11]([F:14])([F:13])[F:12])=[CH:7][CH:6]=1)=O.[NH2:16][C:17]1[N:22]=[CH:21][CH:20]=[CH:19][N:18]=1.C(=O)(O)[O-].[Na+]. The catalyst is C1(C)C=CC=CC=1. The product is [CH3:15][C:2]1[N:16]=[C:17]2[N:22]=[CH:21][CH:20]=[CH:19][N:18]2[C:3]=1[C:5]1[CH:10]=[CH:9][C:8]([C:11]([F:14])([F:13])[F:12])=[CH:7][CH:6]=1. The yield is 0.350.